This data is from Catalyst prediction with 721,799 reactions and 888 catalyst types from USPTO. The task is: Predict which catalyst facilitates the given reaction. (1) Reactant: [F-].[K+].Br[CH2:4][C:5](=[O:23])[C@@H:6]([NH:15][C:16](=[O:22])[O:17][C:18]([CH3:21])([CH3:20])[CH3:19])[CH2:7][CH2:8][C:9]1[CH:14]=[CH:13][CH:12]=[CH:11][CH:10]=1.[Cl:24][C:25]1[CH:33]=[CH:32][C:31]([Cl:34])=[CH:30][C:26]=1[C:27]([OH:29])=[O:28].C(OCC)(=O)C. Product: [Cl:24][C:25]1[CH:33]=[CH:32][C:31]([Cl:34])=[CH:30][C:26]=1[C:27]([O:29][CH2:4][C:5](=[O:23])[C@@H:6]([NH:15][C:16]([O:17][C:18]([CH3:21])([CH3:20])[CH3:19])=[O:22])[CH2:7][CH2:8][C:9]1[CH:14]=[CH:13][CH:12]=[CH:11][CH:10]=1)=[O:28]. The catalyst class is: 3. (2) Reactant: [Cl:1][C:2]1[CH:7]=[CH:6][CH:5]=[C:4]([Cl:8])[C:3]=1[NH:9][C:10](=[O:24])[NH:11][C:12]1[CH:17]=[CH:16][C:15]([CH2:18][C:19]([O:21]CC)=[O:20])=[CH:14][CH:13]=1. Product: [Cl:1][C:2]1[CH:7]=[CH:6][CH:5]=[C:4]([Cl:8])[C:3]=1[NH:9][C:10](=[O:24])[NH:11][C:12]1[CH:17]=[CH:16][C:15]([CH2:18][C:19]([OH:21])=[O:20])=[CH:14][CH:13]=1. The catalyst class is: 464. (3) Reactant: [ClH:1].Cl.[CH2:3]([N:10]1[CH2:15][CH2:14][NH:13][CH2:12][CH2:11]1)[C:4]1[CH:9]=[CH:8][CH:7]=[CH:6][CH:5]=1.Br[CH2:17][C:18]([C:20]1[CH:29]=[CH:28][C:27]2[C:22](=[CH:23][CH:24]=[C:25]([O:31][CH3:32])[C:26]=2[Cl:30])[CH:21]=1)=[O:19].C([O-])([O-])=O.[K+].[K+]. Product: [ClH:30].[ClH:1].[CH2:3]([N:10]1[CH2:15][CH2:14][N:13]([CH2:17][C:18]([C:20]2[CH:29]=[CH:28][C:27]3[C:22](=[CH:23][CH:24]=[C:25]([O:31][CH3:32])[C:26]=3[Cl:30])[CH:21]=2)=[O:19])[CH2:12][CH2:11]1)[C:4]1[CH:5]=[CH:6][CH:7]=[CH:8][CH:9]=1. The catalyst class is: 21. (4) Reactant: C(N(C(C)C)C(C)C)C.[NH2:10][CH:11]([CH2:16][C:17]1[CH:22]=[CH:21][C:20]([CH2:23][CH3:24])=[C:19]([CH2:25][CH3:26])[CH:18]=1)[C:12]([O:14][CH3:15])=[O:13].[CH3:27][N:28]([CH:30]=[O:31])[CH3:29].N1C[CH2:36][CH:35]([N:38]2[CH2:47][C:46]3[C:41](=[CH:42][CH:43]=[CH:44][CH:45]=3)[NH:40][C:39]2=[O:48])[CH2:34]C1. Product: [CH2:25]([C:19]1[CH:18]=[C:17]([CH2:16][CH:11]([NH:10][C:30]([N:28]2[CH2:29][CH2:34][CH:35]([N:38]3[CH2:47][C:46]4[C:41](=[CH:42][CH:43]=[CH:44][CH:45]=4)[NH:40][C:39]3=[O:48])[CH2:36][CH2:27]2)=[O:31])[C:12]([O:14][CH3:15])=[O:13])[CH:22]=[CH:21][C:20]=1[CH2:23][CH3:24])[CH3:26]. The catalyst class is: 1. (5) Reactant: C([O:3][C:4]([C:6]1[CH:7]=[N:8][N:9]2[C:14]([C:15](=[O:34])[NH:16][C@@H:17]3[C:25]4[C:20](=[C:21]([CH3:33])[C:22]([C:26]([O:28][C:29]([CH3:32])([CH3:31])[CH3:30])=[O:27])=[CH:23][CH:24]=4)[CH2:19][CH2:18]3)=[CH:13][C:12]([CH3:35])=[N:11][C:10]=12)=[O:5])C.[OH-].C[Sn+](C)C. Product: [C:29]([O:28][C:26]([C:22]1[C:21]([CH3:33])=[C:20]2[C:25](=[CH:24][CH:23]=1)[C@@H:17]([NH:16][C:15]([C:14]1[N:9]3[N:8]=[CH:7][C:6]([C:4]([OH:5])=[O:3])=[C:10]3[N:11]=[C:12]([CH3:35])[CH:13]=1)=[O:34])[CH2:18][CH2:19]2)=[O:27])([CH3:32])([CH3:31])[CH3:30]. The catalyst class is: 26. (6) Reactant: [OH:1][C:2]1[CH:12]=[CH:11][C:5]([C:6]([O:8][CH2:9][CH3:10])=[O:7])=[CH:4][C:3]=1[N+:13]([O-:15])=[O:14].C(O)(=O)C.[Br:20]Br. Product: [Br:20][C:12]1[CH:11]=[C:5]([CH:4]=[C:3]([N+:13]([O-:15])=[O:14])[C:2]=1[OH:1])[C:6]([O:8][CH2:9][CH3:10])=[O:7]. The catalyst class is: 6.